Predict the product of the given reaction. From a dataset of Forward reaction prediction with 1.9M reactions from USPTO patents (1976-2016). (1) Given the reactants [CH3:1][O:2][C:3](=[O:36])[C@H:4]([CH2:16][C:17]1[CH:22]=[CH:21][C:20]([NH:23][C:24](=[O:35])[C:25]2[CH:30]=[C:29]([N:31]([CH3:33])[CH3:32])[CH:28]=[CH:27][C:26]=2[NH2:34])=[CH:19][CH:18]=1)[NH:5][C:6](=[O:15])[C:7]1[C:12]([Cl:13])=[CH:11][CH:10]=[CH:9][C:8]=1[Cl:14].[C:37](N1C=CN=C1)(N1C=CN=C1)=[O:38], predict the reaction product. The product is: [CH3:1][O:2][C:3](=[O:36])[C@H:4]([CH2:16][C:17]1[CH:18]=[CH:19][C:20]([N:23]2[C:24](=[O:35])[C:25]3[C:26](=[CH:27][CH:28]=[C:29]([N:31]([CH3:32])[CH3:33])[CH:30]=3)[NH:34][C:37]2=[O:38])=[CH:21][CH:22]=1)[NH:5][C:6](=[O:15])[C:7]1[C:12]([Cl:13])=[CH:11][CH:10]=[CH:9][C:8]=1[Cl:14]. (2) Given the reactants Cl[CH2:2][CH2:3][CH2:4][CH:5]([C:14]1O[C:16]([C:19]2[CH:24]=[CH:23][C:22]([C:25]3[O:29][C:28]([CH3:30])=[N:27][CH:26]=3)=[C:21]([O:31][CH3:32])[CH:20]=2)=[N:17][N:18]=1)[C:6]1[CH:11]=[CH:10][C:9]([F:12])=[CH:8][C:7]=1[Cl:13].[N-:33]=[N+]=[N-].[Na+].C1(P(C2C=CC=CC=2)C2C=CC=CC=2)C=CC=CC=1, predict the reaction product. The product is: [Cl:13][C:7]1[CH:8]=[C:9]([F:12])[CH:10]=[CH:11][C:6]=1[CH:5]1[CH2:4][CH2:3][CH2:2][N:33]2[C:16]([C:19]3[CH:24]=[CH:23][C:22]([C:25]4[O:29][C:28]([CH3:30])=[N:27][CH:26]=4)=[C:21]([O:31][CH3:32])[CH:20]=3)=[N:17][N:18]=[C:14]12. (3) Given the reactants [N:1]1[C:10]2[CH2:9][CH2:8][CH2:7][CH2:6][C:5]=2[CH:4]=[CH:3][C:2]=1[CH2:11]P(=O)(OCC)OCC.N#N.[Li]CCCC.[CH:27]([C:29]1[N:30]=[C:31]2[C:36]([N:37]3[CH2:42][CH2:41][O:40][CH2:39][CH2:38]3)=[CH:35][CH:34]=[N:33][N:32]2[C:43]=1[C:44]1[CH:53]=[CH:52][C:47]([C:48]([O:50][CH3:51])=[O:49])=[CH:46][CH:45]=1)=O, predict the reaction product. The product is: [O:40]1[CH2:39][CH2:38][N:37]([C:36]2[C:31]3[N:32]([C:43]([C:44]4[CH:53]=[CH:52][C:47]([C:48]([O:50][CH3:51])=[O:49])=[CH:46][CH:45]=4)=[C:29](/[CH:27]=[CH:11]/[C:2]4[CH:3]=[CH:4][C:5]5[CH2:6][CH2:7][CH2:8][CH2:9][C:10]=5[N:1]=4)[N:30]=3)[N:33]=[CH:34][CH:35]=2)[CH2:42][CH2:41]1. (4) Given the reactants [CH3:1][C:2]1[CH:8]=[CH:7][C:5]([NH2:6])=[CH:4][C:3]=1[N+:9]([O-:11])=[O:10].[C:12]1([S:18](Cl)(=[O:20])=[O:19])[CH:17]=[CH:16][CH:15]=[CH:14][CH:13]=1, predict the reaction product. The product is: [C:12]1([S:18]([NH:6][C:5]2[CH:7]=[CH:8][C:2]([CH3:1])=[C:3]([N+:9]([O-:11])=[O:10])[CH:4]=2)(=[O:20])=[O:19])[CH:17]=[CH:16][CH:15]=[CH:14][CH:13]=1. (5) Given the reactants [NH:1]1[C:9]2[C:4](=[CH:5][C:6]([C:10]([O:12][CH3:13])=[O:11])=[CH:7][CH:8]=2)[CH:3]=[CH:2]1.[H-].[Na+].Br[CH2:17][CH2:18][O:19][CH3:20], predict the reaction product. The product is: [CH3:20][O:19][CH2:18][CH2:17][N:1]1[C:9]2[C:4](=[CH:5][C:6]([C:10]([O:12][CH3:13])=[O:11])=[CH:7][CH:8]=2)[CH:3]=[CH:2]1. (6) Given the reactants [Br:1][C:2]1[C:3]2[N:4]([CH:12]=[C:13]([CH3:15])[N:14]=2)[CH:5]=[C:6]([C:8](OC)=[O:9])[N:7]=1.[NH3:16], predict the reaction product. The product is: [Br:1][C:2]1[C:3]2[N:4]([CH:12]=[C:13]([CH3:15])[N:14]=2)[CH:5]=[C:6]([C:8]([NH2:16])=[O:9])[N:7]=1. (7) Given the reactants [Cl:1][C:2]1[CH:3]=[C:4]([NH:8][C:9]2[N:10]=[CH:11][C:12]([C:19]([N:21]3[CH2:26][CH2:25][CH2:24][CH2:23][CH2:22]3)=[O:20])=[C:13]3[C:17]([CH3:18])=[CH:16][NH:15][C:14]=23)[CH:5]=[CH:6][CH:7]=1.Cl, predict the reaction product. The product is: [ClH:1].[Cl:1][C:2]1[CH:3]=[C:4]([NH:8][C:9]2[N:10]=[CH:11][C:12]([C:19]([N:21]3[CH2:26][CH2:25][CH2:24][CH2:23][CH2:22]3)=[O:20])=[C:13]3[C:17]([CH3:18])=[CH:16][NH:15][C:14]=23)[CH:5]=[CH:6][CH:7]=1.